The task is: Predict the reaction yield, written as a fraction of the theoretical maximum amount of product (1.0 means a 100% yield; for example, 0.34 means a 34% yield).. This data is from Reaction yield outcomes from USPTO patents with 853,638 reactions. (1) The reactants are [CH2:1]([C:4]1([C:18]2[NH:19][C:20]([C:30]3[CH:38]=[CH:37][C:33]4[O:34][CH2:35][O:36][C:32]=4[CH:31]=3)=[C:21]([C:23]3[CH:28]=[CH:27][CH:26]=[C:25]([CH3:29])[N:24]=3)[N:22]=2)[CH2:9][CH2:8][CH:7]([O:10][Si:11]([C:14]([CH3:17])([CH3:16])[CH3:15])([CH3:13])[CH3:12])[CH2:6][CH2:5]1)[CH:2]=[CH2:3].[CH2:39](Br)[CH:40]=[CH2:41].[H-].[Na+]. The catalyst is CN(C=O)C. The product is [CH2:41]([N:22]1[C:21]([C:23]2[CH:28]=[CH:27][CH:26]=[C:25]([CH3:29])[N:24]=2)=[C:20]([C:30]2[CH:38]=[CH:37][C:33]3[O:34][CH2:35][O:36][C:32]=3[CH:31]=2)[N:19]=[C:18]1[C:4]1([CH2:1][CH:2]=[CH2:3])[CH2:9][CH2:8][CH:7]([O:10][Si:11]([C:14]([CH3:17])([CH3:16])[CH3:15])([CH3:12])[CH3:13])[CH2:6][CH2:5]1)[CH:40]=[CH2:39]. The yield is 0.680. (2) The yield is 0.630. The catalyst is C(O)(C)C.Cl. The reactants are Cl[C:2]1[N:6]([CH3:7])[C:5]2[CH:8]=[CH:9][C:10]([N+:12]([O-:14])=[O:13])=[CH:11][C:4]=2[N:3]=1.[C:15]([C:19]1[O:23][N:22]=[C:21]([NH2:24])[CH:20]=1)([CH3:18])([CH3:17])[CH3:16]. The product is [C:15]([C:19]1[O:23][N:22]=[C:21]([NH:24][C:2]2[N:6]([CH3:7])[C:5]3[CH:8]=[CH:9][C:10]([N+:12]([O-:14])=[O:13])=[CH:11][C:4]=3[N:3]=2)[CH:20]=1)([CH3:18])([CH3:17])[CH3:16]. (3) The reactants are [Cl:1][C:2]1[CH:8]=[CH:7][C:5]([NH2:6])=[C:4]([F:9])[CH:3]=1.[F:10][C:11]([F:17])([F:16])[CH2:12][C:13](O)=[O:14].CCN(CC)CC.CN(C(ON1N=NC2C=CC=NC1=2)=[N+](C)C)C.F[P-](F)(F)(F)(F)F. The catalyst is C(Cl)Cl. The product is [Cl:1][C:2]1[CH:8]=[CH:7][C:5]([NH:6][C:13](=[O:14])[CH2:12][C:11]([F:17])([F:16])[F:10])=[C:4]([F:9])[CH:3]=1. The yield is 0.900. (4) The reactants are [CH2:1]([C:3]1[CH:12]=[CH:11][C:6]([C:7]([O:9][CH3:10])=[O:8])=[CH:5][C:4]=1[N+:13]([O-])=O)[CH3:2]. The catalyst is [Pd].CO. The product is [NH2:13][C:4]1[CH:5]=[C:6]([CH:11]=[CH:12][C:3]=1[CH2:1][CH3:2])[C:7]([O:9][CH3:10])=[O:8]. The yield is 0.940. (5) The reactants are Br[Zn][CH2:3][C:4]([O:6][CH2:7][CH3:8])=[O:5].[C:9](#N)[C:10]1[CH:15]=[CH:14][C:13]([O:16][CH3:17])=[CH:12][CH:11]=1.Cl.C(OCC)(=[O:22])C. The catalyst is C1COCC1. The product is [CH3:17][O:16][C:13]1[CH:14]=[CH:15][C:10]([C:9](=[O:22])[CH2:3][C:4]([O:6][CH2:7][CH3:8])=[O:5])=[CH:11][CH:12]=1. The yield is 0.940. (6) The reactants are C[Mg+].[Br-].[F:4][C:5]1[CH:6]=[CH:7][C:8]([C:11]#[N:12])=[N:9][CH:10]=1.[C:13](OC(=O)C)(=[O:15])[CH3:14].[C:20](=O)(O)[O-].[Na+]. The catalyst is CCOCC.C1COCC1.C(Cl)Cl. The product is [F:4][C:5]1[CH:6]=[CH:7][C:8]([C:11]([NH:12][C:13](=[O:15])[CH3:14])=[CH2:20])=[N:9][CH:10]=1. The yield is 0.350. (7) The reactants are [Cl:1][C:2]1[CH:17]=[CH:16][C:5]([CH2:6][CH2:7][O:8][C:9]2[C:10](=[O:15])[NH:11][CH:12]=[CH:13][N:14]=2)=[CH:4][CH:3]=1.[O-]P([O-])([O-])=O.[K+].[K+].[K+].Br[C:27]1[CH:38]=[CH:37][C:30]([O:31][CH2:32][C:33]([CH3:36])([OH:35])[CH3:34])=[CH:29][CH:28]=1.CNCCNC. The product is [Cl:1][C:2]1[CH:3]=[CH:4][C:5]([CH2:6][CH2:7][O:8][C:9]2[C:10](=[O:15])[N:11]([C:27]3[CH:38]=[CH:37][C:30]([O:31][CH2:32][C:33]([OH:35])([CH3:34])[CH3:36])=[CH:29][CH:28]=3)[CH:12]=[CH:13][N:14]=2)=[CH:16][CH:17]=1. The catalyst is O1CCOCC1.[Cu]I. The yield is 0.731. (8) The reactants are [Cl:1][C:2]1[CH:7]=[CH:6][C:5]([C@H:8]2[C@H:13]([O:14][CH2:15][C:16]3[CH:21]=[CH:20][CH:19]=[CH:18][CH:17]=3)[C@@H:12]([O:22][CH2:23][C:24]3[CH:29]=[CH:28][CH:27]=[CH:26][CH:25]=3)[C@H:11]([O:30][CH2:31][C:32]3[CH:37]=[CH:36][CH:35]=[CH:34][CH:33]=3)[C@@H:10]([CH2:38][O:39][CH2:40][C:41]3[CH:46]=[CH:45][CH:44]=[CH:43][CH:42]=3)[O:9]2)=[CH:4][C:3]=1[CH2:47][C:48]([OH:50])=O.Cl.[NH2:52][CH2:53][C:54]([C:56]1[CH:60]=[CH:59][S:58][CH:57]=1)=[O:55].CCN=C=NCCCN(C)C.C1C=CC2N(O)N=NC=2C=1.CN1CCOCC1.Cl. The product is [Cl:1][C:2]1[CH:7]=[CH:6][C:5]([C@H:8]2[C@H:13]([O:14][CH2:15][C:16]3[CH:17]=[CH:18][CH:19]=[CH:20][CH:21]=3)[C@@H:12]([O:22][CH2:23][C:24]3[CH:29]=[CH:28][CH:27]=[CH:26][CH:25]=3)[C@H:38]([O:39][CH2:40][C:41]3[CH:46]=[CH:45][CH:44]=[CH:43][CH:42]=3)[C@@H:10]([CH2:11][O:30][CH2:31][C:32]3[CH:33]=[CH:34][CH:35]=[CH:36][CH:37]=3)[O:9]2)=[CH:4][C:3]=1[CH2:47][C:48]([NH:52][CH2:53][C:54](=[O:55])[C:56]1[CH:60]=[CH:59][S:58][CH:57]=1)=[O:50]. The yield is 0.430. The catalyst is CN(C=O)C. (9) The reactants are [Br:1][C:2]1[CH:10]=[CH:9][C:5]([C:6]([OH:8])=[O:7])=[CH:4][CH:3]=1.[CH:11](O)([CH3:13])[CH3:12]. No catalyst specified. The product is [Br:1][C:2]1[CH:10]=[CH:9][C:5]([C:6]([O:8][CH:11]([CH3:13])[CH3:12])=[O:7])=[CH:4][CH:3]=1. The yield is 0.970. (10) The reactants are [CH3:1][C:2]1[CH:7]=[N+:6]([O-])[C:5]([C:9]([OH:11])=[O:10])=[CH:4][CH:3]=1.P(Cl)(Cl)([Cl:14])=O. No catalyst specified. The product is [Cl:14][C:7]1[N:6]=[C:5]([C:9]([OH:11])=[O:10])[CH:4]=[CH:3][C:2]=1[CH3:1]. The yield is 0.843.